From a dataset of NCI-60 drug combinations with 297,098 pairs across 59 cell lines. Regression. Given two drug SMILES strings and cell line genomic features, predict the synergy score measuring deviation from expected non-interaction effect. (1) Drug 1: COC1=NC(=NC2=C1N=CN2C3C(C(C(O3)CO)O)O)N. Drug 2: CCC1=C2CN3C(=CC4=C(C3=O)COC(=O)C4(CC)O)C2=NC5=C1C=C(C=C5)O. Cell line: UACC-257. Synergy scores: CSS=0.808, Synergy_ZIP=-1.24, Synergy_Bliss=2.01, Synergy_Loewe=-13.4, Synergy_HSA=-2.00. (2) Drug 1: CC12CCC3C(C1CCC2=O)CC(=C)C4=CC(=O)C=CC34C. Drug 2: CCN(CC)CCNC(=O)C1=C(NC(=C1C)C=C2C3=C(C=CC(=C3)F)NC2=O)C. Cell line: OVCAR-5. Synergy scores: CSS=41.8, Synergy_ZIP=3.28, Synergy_Bliss=1.57, Synergy_Loewe=-1.05, Synergy_HSA=-1.35. (3) Drug 1: CC1C(C(CC(O1)OC2CC(CC3=C2C(=C4C(=C3O)C(=O)C5=C(C4=O)C(=CC=C5)OC)O)(C(=O)CO)O)N)O.Cl. Drug 2: C1=CC(=CC=C1CCCC(=O)O)N(CCCl)CCCl. Cell line: LOX IMVI. Synergy scores: CSS=9.55, Synergy_ZIP=-2.36, Synergy_Bliss=1.36, Synergy_Loewe=1.32, Synergy_HSA=1.81. (4) Drug 1: CCN(CC)CCNC(=O)C1=C(NC(=C1C)C=C2C3=C(C=CC(=C3)F)NC2=O)C. Drug 2: CS(=O)(=O)OCCCCOS(=O)(=O)C. Cell line: K-562. Synergy scores: CSS=2.77, Synergy_ZIP=3.63, Synergy_Bliss=-1.70, Synergy_Loewe=-0.999, Synergy_HSA=-0.974.